This data is from Reaction yield outcomes from USPTO patents with 853,638 reactions. The task is: Predict the reaction yield, written as a fraction of the theoretical maximum amount of product (1.0 means a 100% yield; for example, 0.34 means a 34% yield). (1) The reactants are Cl[C:2]1[CH:7]=[CH:6][C:5]([N+:8]([O-:10])=[O:9])=[CH:4][C:3]=1[CH3:11].[CH3:12][C:13]1[N:14]=[CH:15][NH:16][CH:17]=1.C(=O)([O-])[O-].[Cs+].[Cs+]. The catalyst is C(#N)C. The product is [CH3:12][C:13]1[N:14]=[CH:15][N:16]([C:2]2[CH:7]=[CH:6][C:5]([N+:8]([O-:10])=[O:9])=[CH:4][C:3]=2[CH3:11])[CH:17]=1. The yield is 0.500. (2) The reactants are [F:1][C:2]1[CH:3]=[C:4]2[C:8](=[CH:9][CH:10]=1)[NH:7][C:6]([C:11](OCC)=[O:12])=[CH:5]2.[H-].[Al+3].[Li+].[H-].[H-].[H-]. The catalyst is C1COCC1. The product is [F:1][C:2]1[CH:3]=[C:4]2[C:8](=[CH:9][CH:10]=1)[NH:7][C:6]([CH2:11][OH:12])=[CH:5]2. The yield is 0.900. (3) The reactants are FC(F)(F)S(O[C:7]1[CH:12]=[C:11]([Cl:13])[C:10]([CH2:14][CH:15]2[CH2:19][CH2:18][N:17]([CH:20]3[CH2:25][CH2:24][CH2:23][CH2:22][CH2:21]3)[C:16]2=[O:26])=[C:9]([Cl:27])[CH:8]=1)(=O)=O.[C:30]([O-:33])(=[O:32])C.[Na+].[C]=O.[CH3:37]O. The catalyst is C1C=CC(P(C2C=CC=CC=2)[C-]2C=CC=C2)=CC=1.C1C=CC(P(C2C=CC=CC=2)[C-]2C=CC=C2)=CC=1.Cl[Pd]Cl.[Fe+2]. The product is [CH3:37][O:33][C:30](=[O:32])[C:7]1[CH:12]=[C:11]([Cl:13])[C:10]([CH2:14][CH:15]2[CH2:19][CH2:18][N:17]([CH:20]3[CH2:25][CH2:24][CH2:23][CH2:22][CH2:21]3)[C:16]2=[O:26])=[C:9]([Cl:27])[CH:8]=1. The yield is 0.750. (4) The reactants are [O:1]1[CH2:3][C@H:2]1[CH2:4][O:5][C:6]1[CH:7]=[C:8]([C:12]2[CH:13]=[CH:14][CH:15]=[C:16]3[C:21]=2[N:20]=[CH:19][CH:18]=[CH:17]3)[CH:9]=[CH:10][CH:11]=1.[CH2:22]1[C:31]2[C:26](=[CH:27][CH:28]=[CH:29][CH:30]=2)[CH2:25][CH2:24][NH:23]1. The catalyst is CCO. The product is [CH2:22]1[C:31]2[C:26](=[CH:27][CH:28]=[CH:29][CH:30]=2)[CH2:25][CH2:24][N:23]1[CH2:3][C@H:2]([OH:1])[CH2:4][O:5][C:6]1[CH:11]=[CH:10][CH:9]=[C:8]([C:12]2[CH:13]=[CH:14][CH:15]=[C:16]3[C:21]=2[N:20]=[CH:19][CH:18]=[CH:17]3)[CH:7]=1. The yield is 0.146. (5) The reactants are Cl[C:2]1[N:6]([CH3:7])[N:5]=[CH:4][C:3]=1[N+:8]([O-:10])=[O:9].[CH2:11]1[C:15]2([CH2:20][CH2:19][NH:18][CH2:17][CH2:16]2)[CH2:14][CH2:13][N:12]1[C:21]([O:23][C:24]([CH3:27])([CH3:26])[CH3:25])=[O:22].CCN(C(C)C)C(C)C. The catalyst is CCO. The product is [CH3:7][N:6]1[C:2]([N:18]2[CH2:19][CH2:20][C:15]3([CH2:11][N:12]([C:21]([O:23][C:24]([CH3:25])([CH3:26])[CH3:27])=[O:22])[CH2:13][CH2:14]3)[CH2:16][CH2:17]2)=[C:3]([N+:8]([O-:10])=[O:9])[CH:4]=[N:5]1. The yield is 0.720. (6) The reactants are [CH2:1]([CH:3]1[C:8]2([C:12](=[O:13])[CH2:11][CH2:10][CH2:9]2)[CH2:7][CH:6]=[C:5]([CH3:14])[CH2:4]1)[CH3:2].COCCO[AlH2-]OCCOC.[Na+]. The catalyst is C1(C)C=CC=CC=1. The product is [CH2:1]([CH:3]1[C:8]2([CH:12]([OH:13])[CH2:11][CH2:10][CH2:9]2)[CH2:7][CH:6]=[C:5]([CH3:14])[CH2:4]1)[CH3:2]. The yield is 0.956. (7) The reactants are C(=O)([O-])[O-].[K+].[K+].Br[CH2:8][CH2:9][OH:10].[F:11][C:12]([F:53])([F:52])[C:13]1[CH:14]=[C:15]([CH:45]=[C:46]([C:48]([F:51])([F:50])[F:49])[CH:47]=1)[CH2:16][N:17]([C@@H:23]1[C:32]2[C:27](=[CH:28][CH:29]=[C:30]([C:33]([F:36])([F:35])[F:34])[CH:31]=2)[N:26]([CH2:37][CH:38]2[CH2:42][CH2:41][CH2:40][CH2:39]2)[C@H:25]([CH2:43][CH3:44])[CH2:24]1)[C:18]1[N:19]=[N:20][NH:21][N:22]=1. The catalyst is CN(C)C=O. The product is [F:51][C:48]([F:49])([F:50])[C:46]1[CH:45]=[C:15]([CH:14]=[C:13]([C:12]([F:53])([F:52])[F:11])[CH:47]=1)[CH2:16][N:17]([C@@H:23]1[C:32]2[C:27](=[CH:28][CH:29]=[C:30]([C:33]([F:34])([F:35])[F:36])[CH:31]=2)[N:26]([CH2:37][CH:38]2[CH2:39][CH2:40][CH2:41][CH2:42]2)[C@H:25]([CH2:43][CH3:44])[CH2:24]1)[C:18]1[N:19]=[N:20][N:21]([CH2:8][CH2:9][OH:10])[N:22]=1. The yield is 0.450. (8) The reactants are [N:1]1([C:6]([C:8]2[CH:13]=[CH:12][C:11](B(O)O)=[CH:10][CH:9]=2)=[O:7])[CH2:5][CH2:4][CH2:3][CH2:2]1.Br[C:18]1[CH:23]=[CH:22][C:21]([O:24][CH2:25][CH:26]2[CH2:31][CH2:30][N:29]([C:32]3[O:36][N:35]=[C:34]([CH:37]([CH3:39])[CH3:38])[N:33]=3)[CH2:28][CH2:27]2)=[CH:20][CH:19]=1.C([O-])([O-])=O.[Na+].[Na+]. The catalyst is C1C=CC([P]([Pd]([P](C2C=CC=CC=2)(C2C=CC=CC=2)C2C=CC=CC=2)([P](C2C=CC=CC=2)(C2C=CC=CC=2)C2C=CC=CC=2)[P](C2C=CC=CC=2)(C2C=CC=CC=2)C2C=CC=CC=2)(C2C=CC=CC=2)C2C=CC=CC=2)=CC=1.COCCOC. The product is [CH3:39][CH:37]([C:34]1[N:33]=[C:32]([N:29]2[CH2:28][CH2:27][CH:26]([CH2:25][O:24][C:21]3[CH:20]=[CH:19][C:18]([C:11]4[CH:12]=[CH:13][C:8]([C:6]([N:1]5[CH2:5][CH2:4][CH2:3][CH2:2]5)=[O:7])=[CH:9][CH:10]=4)=[CH:23][CH:22]=3)[CH2:31][CH2:30]2)[O:36][N:35]=1)[CH3:38]. The yield is 0.0400.